Dataset: hERG Central: cardiac toxicity at 1µM, 10µM, and general inhibition. Task: Predict hERG channel inhibition at various concentrations. (1) The drug is Brc1ccc2c(c1)OCCOCCOCCOCCOCCOCCO2. Results: hERG_inhib (hERG inhibition (general)): blocker. (2) The compound is CCOc1ccc2c(c1)C(N(CCN1CCOCC1)C(=O)Nc1ccc(OC)cc1OC)CC(C)(C)O2. Results: hERG_inhib (hERG inhibition (general)): blocker. (3) The compound is O=S(=O)(c1cccc(S(=O)(=O)N2CCC(n3nnc4ccccc43)CC2)c1)N1CCCCC1. Results: hERG_inhib (hERG inhibition (general)): blocker. (4) The molecule is CCCCCc1cc(=O)oc2c(C(CCN3CCCC3)c3ccc(N(C)C)cc3)c(OC)cc(OC)c12. Results: hERG_inhib (hERG inhibition (general)): blocker. (5) The molecule is CCCCNC(=O)Nc1nnc(SCC(=O)OCC)s1. Results: hERG_inhib (hERG inhibition (general)): blocker. (6) The drug is O=C(Nc1ccc2c(c1)OCO2)C1CCN(C(=O)c2ccc(Br)cc2)CC1. Results: hERG_inhib (hERG inhibition (general)): blocker. (7) The molecule is CCCN(CCC)CCN1C(=O)C2C(C(=O)Nc3cccc(SC)c3)C3C=CC2(O3)C1C(=O)NC1CCCCC1. Results: hERG_inhib (hERG inhibition (general)): blocker.